This data is from NCI-60 drug combinations with 297,098 pairs across 59 cell lines. The task is: Regression. Given two drug SMILES strings and cell line genomic features, predict the synergy score measuring deviation from expected non-interaction effect. Drug 1: C1CN1P(=S)(N2CC2)N3CC3. Drug 2: CC(C)(C#N)C1=CC(=CC(=C1)CN2C=NC=N2)C(C)(C)C#N. Cell line: TK-10. Synergy scores: CSS=0.605, Synergy_ZIP=1.60, Synergy_Bliss=5.82, Synergy_Loewe=0.721, Synergy_HSA=1.48.